From a dataset of Peptide-MHC class I binding affinity with 185,985 pairs from IEDB/IMGT. Regression. Given a peptide amino acid sequence and an MHC pseudo amino acid sequence, predict their binding affinity value. This is MHC class I binding data. (1) The peptide sequence is DVPNFKDKM. The MHC is H-2-Kb with pseudo-sequence H-2-Kb. The binding affinity (normalized) is 0.486. (2) The peptide sequence is ETWVETWAF. The MHC is HLA-A26:01 with pseudo-sequence HLA-A26:01. The binding affinity (normalized) is 0.384. (3) The peptide sequence is DVRNIVTFI. The MHC is HLA-A02:02 with pseudo-sequence HLA-A02:02. The binding affinity (normalized) is 0.106.